From a dataset of Forward reaction prediction with 1.9M reactions from USPTO patents (1976-2016). Predict the product of the given reaction. (1) Given the reactants [NH2:1][C:2]([CH:4]1[CH2:9][O:8][CH2:7][CH2:6][N:5]1[C:10]([O:12][C:13]([CH3:16])([CH3:15])[CH3:14])=[O:11])=O.C(N(CC)CC)C.FC(F)(F)C(OC(=O)C(F)(F)F)=O, predict the reaction product. The product is: [C:2]([CH:4]1[CH2:9][O:8][CH2:7][CH2:6][N:5]1[C:10]([O:12][C:13]([CH3:16])([CH3:15])[CH3:14])=[O:11])#[N:1]. (2) Given the reactants Cl[C:2]1[C:3]([CH3:15])=[CH:4][C:5]2[N:6]([C:8]([C:11]([F:14])([F:13])[F:12])=[N:9][N:10]=2)[N:7]=1.[C:16]([C:18]1[CH:30]=[CH:29][C:21]([CH2:22][N:23]2[CH2:28][CH2:27][NH:26][CH2:25][CH2:24]2)=[CH:20][CH:19]=1)#[N:17], predict the reaction product. The product is: [CH3:15][C:3]1[C:2]([N:26]2[CH2:27][CH2:28][N:23]([CH2:22][C:21]3[CH:29]=[CH:30][C:18]([C:16]#[N:17])=[CH:19][CH:20]=3)[CH2:24][CH2:25]2)=[N:7][N:6]2[C:8]([C:11]([F:14])([F:13])[F:12])=[N:9][N:10]=[C:5]2[CH:4]=1.